Regression. Given a peptide amino acid sequence and an MHC pseudo amino acid sequence, predict their binding affinity value. This is MHC class II binding data. From a dataset of Peptide-MHC class II binding affinity with 134,281 pairs from IEDB. (1) The peptide sequence is AFILMGDNLFPKV. The MHC is DRB1_0401 with pseudo-sequence DRB1_0401. The binding affinity (normalized) is 0.818. (2) The peptide sequence is RQYLDAYNMMISAGF. The MHC is DRB1_0101 with pseudo-sequence DRB1_0101. The binding affinity (normalized) is 0.386. (3) The peptide sequence is KIIGGIGGFIKVRQYDQILI. The MHC is H-2-IAd with pseudo-sequence H-2-IAd. The binding affinity (normalized) is 0.503. (4) The peptide sequence is EKKYFAATTFEPLAA. The MHC is DRB1_1602 with pseudo-sequence DRB1_1602. The binding affinity (normalized) is 0.642. (5) The peptide sequence is DVDIIVDARLDLSST. The MHC is DRB1_1101 with pseudo-sequence DRB1_1101. The binding affinity (normalized) is 0.0799.